Dataset: Full USPTO retrosynthesis dataset with 1.9M reactions from patents (1976-2016). Task: Predict the reactants needed to synthesize the given product. Given the product [Br:1][C:2]1[C:3]([O:12][CH2:13][CH2:14][Br:15])=[C:4]([C:9]2([CH3:10])[O:20][CH2:19][C:17]([CH3:21])([CH3:18])[CH2:16][O:11]2)[CH:5]=[C:6]([Cl:8])[CH:7]=1, predict the reactants needed to synthesize it. The reactants are: [Br:1][C:2]1[C:3]([O:12][CH2:13][CH2:14][Br:15])=[C:4]([C:9](=[O:11])[CH3:10])[CH:5]=[C:6]([Cl:8])[CH:7]=1.[CH3:16][C:17]([CH2:21]O)([CH2:19][OH:20])[CH3:18].O.C1(C)C=CC(S(O)(=O)=O)=CC=1.C(=O)([O-])O.[Na+].